From a dataset of Full USPTO retrosynthesis dataset with 1.9M reactions from patents (1976-2016). Predict the reactants needed to synthesize the given product. (1) Given the product [Cl:11][C:4]1[C:5]2[CH2:10][CH2:9][CH2:8][C:6]=2[N:7]=[C:2]([S:13][CH3:12])[N:3]=1, predict the reactants needed to synthesize it. The reactants are: Cl[C:2]1[N:3]=[C:4]([Cl:11])[C:5]2[CH2:10][CH2:9][CH2:8][C:6]=2[N:7]=1.[CH3:12][S-:13].[Na+]. (2) Given the product [CH:4]1[CH:3]=[CH:2][C:1]([C@H:7]2[O:15][C@@H:8]2[C:9]2[CH:10]=[CH:11][CH:12]=[CH:13][CH:14]=2)=[CH:6][CH:5]=1, predict the reactants needed to synthesize it. The reactants are: [C:1]1(/[CH:7]=[CH:8]/[C:9]2[CH:14]=[CH:13][CH:12]=[CH:11][CH:10]=2)[CH:6]=[CH:5][CH:4]=[CH:3][CH:2]=1.[OH:15]OS([O-])=O.[K+].C([O-])([O-])=O.[K+].[K+]. (3) Given the product [CH3:33][C:7]([CH3:32])([CH2:8][CH2:9][CH2:10][CH2:11][CH2:12][CH2:13][CH2:14][CH2:15][CH2:16][CH2:17][C:18]([CH3:30])([CH3:31])[CH2:19][C:20]([O:22][CH2:23][CH3:24])=[O:21])[CH2:6][C:4]([O:3][CH2:1][CH3:2])=[O:5], predict the reactants needed to synthesize it. The reactants are: [CH2:1]([O:3][C:4]([CH:6](C(OCC)=O)[C:7]([CH3:33])([CH3:32])[CH2:8][CH2:9][CH2:10][CH2:11][CH2:12][CH2:13][CH2:14][CH2:15][CH2:16][CH2:17][C:18]([CH3:31])([CH3:30])[CH:19](C(OCC)=O)[C:20]([O:22][CH2:23][CH3:24])=[O:21])=[O:5])[CH3:2].[Cl-].[Na+].C(=O)(O)[O-].[Na+].Cl. (4) Given the product [NH2:36][C:32]1([C:29]2[CH:28]=[CH:27][C:26]([C:25]3[N:11]4[C:12]5[CH:24]=[CH:23][CH:22]=[N:21][C:13]=5[NH:14][C:15]5[CH:20]=[CH:19][CH:18]=[CH:17][C:16]=5[C:10]4=[N:9][C:8]=3[C:5]3[CH:4]=[CH:3][C:2]([OH:1])=[CH:7][CH:6]=3)=[CH:31][CH:30]=2)[CH2:33][CH2:34][CH2:35]1, predict the reactants needed to synthesize it. The reactants are: [OH:1][C:2]1[CH:7]=[CH:6][C:5]([C:8]2[N:9]=[C:10]3[C:16]4[CH:17]=[CH:18][CH:19]=[CH:20][C:15]=4[NH:14][C:13]4[N:21]=[CH:22][CH:23]=[CH:24][C:12]=4[N:11]3[C:25]=2[C:26]2[CH:31]=[CH:30][C:29]([C:32]3([NH:36]C(=O)OC(C)(C)C)[CH2:35][CH2:34][CH2:33]3)=[CH:28][CH:27]=2)=[CH:4][CH:3]=1.Cl.O1CCOCC1. (5) Given the product [ClH:37].[N:13]1[CH:14]=[CH:15][CH:16]=[C:11]([NH:10][C:9]2[S:17][N:20]=[C:7]([S:6][CH2:5][C:4]3[C:21]([O:27][CH3:28])=[CH:22][C:23]([O:25][CH3:26])=[CH:24][C:3]=3[O:2][CH3:1])[C:8]=2[C:18]#[N:19])[CH:12]=1, predict the reactants needed to synthesize it. The reactants are: [CH3:1][O:2][C:3]1[CH:24]=[C:23]([O:25][CH3:26])[CH:22]=[C:21]([O:27][CH3:28])[C:4]=1[CH2:5][S:6][C:7](=[NH:20])[C:8]([C:18]#[N:19])=[C:9]([SH:17])[NH:10][C:11]1[CH:12]=[N:13][CH:14]=[CH:15][CH:16]=1.N1C=CC=CC=1.II.[ClH:37]. (6) Given the product [I-:9].[CH3:7][C:4]1[CH:5]=[CH:6][N+:1]([CH3:8])=[CH:2][CH:3]=1, predict the reactants needed to synthesize it. The reactants are: [N:1]1[CH:6]=[CH:5][C:4]([CH3:7])=[CH:3][CH:2]=1.[CH3:8][I:9]. (7) Given the product [F:1][C:2]1[CH:7]=[CH:6][C:5]([C:8]([C:17]2[CH:22]=[CH:21][C:20]([F:23])=[CH:19][CH:18]=2)([C:10]2[CH:15]=[CH:14][CH:13]=[C:12]([F:16])[CH:11]=2)[Cl:27])=[CH:4][CH:3]=1, predict the reactants needed to synthesize it. The reactants are: [F:1][C:2]1[CH:7]=[CH:6][C:5]([C:8]([C:17]2[CH:22]=[CH:21][C:20]([F:23])=[CH:19][CH:18]=2)([C:10]2[CH:15]=[CH:14][CH:13]=[C:12]([F:16])[CH:11]=2)O)=[CH:4][CH:3]=1.C([Cl:27])(=O)C.